From a dataset of Full USPTO retrosynthesis dataset with 1.9M reactions from patents (1976-2016). Predict the reactants needed to synthesize the given product. (1) Given the product [F:1][C:2]1[CH:3]=[C:4]([NH:30][C:38](=[O:43])[C:39]([NH:41][CH2:46][CH2:47][C:48]2[CH:53]=[CH:52][CH:51]=[CH:50][CH:49]=2)=[O:40])[CH:5]=[CH:6][C:7]=1[O:8][C:9]1[C:18]2[C:13](=[CH:14][C:15]([O:21][CH2:22][CH:23]3[CH2:28][CH2:27][N:26]([CH3:29])[CH2:25][CH2:24]3)=[C:16]([O:19][CH3:20])[CH:17]=2)[N:12]=[CH:11][CH:10]=1, predict the reactants needed to synthesize it. The reactants are: [F:1][C:2]1[CH:3]=[C:4]([NH2:30])[CH:5]=[CH:6][C:7]=1[O:8][C:9]1[C:18]2[C:13](=[CH:14][C:15]([O:21][CH2:22][CH:23]3[CH2:28][CH2:27][N:26]([CH3:29])[CH2:25][CH2:24]3)=[C:16]([O:19][CH3:20])[CH:17]=2)[N:12]=[CH:11][CH:10]=1.CCN(CC)CC.[C:38]([O:43]CC)(=O)[C:39]([NH2:41])=[O:40].[CH2:46](N)[CH2:47][C:48]1[CH:53]=[CH:52][CH:51]=[CH:50][CH:49]=1. (2) Given the product [I:7][C:8]1[N:15]2[C:11]([S:12][C:13]([S:16]([CH3:17])=[O:1])=[N:14]2)=[N:10][CH:9]=1, predict the reactants needed to synthesize it. The reactants are: [OH:1]OS([O-])=O.[K+].[I:7][C:8]1[N:15]2[C:11]([S:12][C:13]([S:16][CH3:17])=[N:14]2)=[N:10][CH:9]=1. (3) Given the product [Cl:1][C:2]1[CH:7]=[C:6]([C:14]2[CH:15]=[CH:16][CH:17]=[CH:18][C:13]=2[F:12])[CH:5]=[C:4]([Cl:9])[N:3]=1, predict the reactants needed to synthesize it. The reactants are: [Cl:1][C:2]1[CH:7]=[C:6](I)[CH:5]=[C:4]([Cl:9])[N:3]=1.N#N.[F:12][C:13]1[CH:18]=[CH:17][CH:16]=[CH:15][C:14]=1B(O)O.C(=O)([O-])[O-].[Na+].[Na+]. (4) Given the product [CH3:1][O:2][C:3]([NH:5][C@@H:6]([C@H:7]([CH3:9])[CH2:8][CH3:14])[C:10]([OH:12])=[O:11])=[O:4], predict the reactants needed to synthesize it. The reactants are: [CH3:1][O:2][C:3]([NH:5][C@H:6]([C:10]([OH:12])=[O:11])[CH:7]([CH3:9])[CH3:8])=[O:4].N[C@@H:14]([C@H](C)CC)C(O)=O. (5) The reactants are: [CH3:1][O:2][CH2:3][CH2:4][O:5][CH2:6][CH2:7][O:8][CH2:9][CH2:10][O:11][CH2:12][C:13]([OH:15])=[O:14].O[CH2:17][C@H:18]1[O:22][C:21](=[O:23])[N:20]([C:24]2[CH:33]=[C:32]3[C:27]([CH:28]=[C:29]([C:35]4[CH:40]=[CH:39][CH:38]=[CH:37][C:36]=4[C:41]([F:44])([F:43])[F:42])[NH:30][C:31]3=[O:34])=[CH:26][CH:25]=2)[CH2:19]1.COCCOCCOCCO. Given the product [CH3:1][O:2][CH2:3][CH2:4][O:5][CH2:6][CH2:7][O:8][CH2:9][CH2:10][O:11][CH2:12][C:13]([O:15][CH2:17][C@H:18]1[O:22][C:21](=[O:23])[N:20]([C:24]2[CH:33]=[C:32]3[C:27]([CH:28]=[C:29]([C:35]4[CH:40]=[CH:39][CH:38]=[CH:37][C:36]=4[C:41]([F:43])([F:42])[F:44])[NH:30][C:31]3=[O:34])=[CH:26][CH:25]=2)[CH2:19]1)=[O:14].[CH3:1][O:2][CH2:3][CH2:4][O:5][CH2:6][CH2:7][O:8][CH2:9][CH2:10][O:11][CH2:12][C:13]([OH:15])=[O:14], predict the reactants needed to synthesize it. (6) Given the product [Cl:8][C:9]1[CH:10]=[C:11](/[C:12](=[N:7]\[O:6][CH:1]2[CH2:5][CH2:4][CH2:3][CH2:2]2)/[C:14]2[NH:19][C:18](=[O:20])[C:17]([CH3:21])=[CH:16][CH:15]=2)[CH:22]=[CH:23][C:24]=1[S:25]([CH3:28])(=[O:27])=[O:26], predict the reactants needed to synthesize it. The reactants are: [CH:1]1([O:6][NH2:7])[CH2:5][CH2:4][CH2:3][CH2:2]1.[Cl:8][C:9]1[CH:10]=[C:11]([CH:22]=[CH:23][C:24]=1[S:25]([CH3:28])(=[O:27])=[O:26])[C:12]([C:14]1[NH:19][C:18](=[O:20])[C:17]([CH3:21])=[CH:16][CH:15]=1)=O.O. (7) Given the product [F:25][C:26]1[CH:27]=[C:28]([NH:37][C:38]([C@@H:40]2[N:49]([C:4]([C:61]3([C:68]([OH:70])=[O:69])[CH2:62][CH2:63][CH2:64]3)=[O:8])[CH2:48][CH2:47][C:46]3[N:45]=[C:44]([O:50][CH3:51])[CH:43]=[CH:42][C:41]2=3)=[O:39])[CH:29]=[C:30]2[C:34]=1[C:33]([CH3:35])([CH3:36])[CH2:32][CH2:31]2, predict the reactants needed to synthesize it. The reactants are: CN([C:4]([O:8]N1N=NC2C=CC=NC1=2)=[N+](C)C)C.F[P-](F)(F)(F)(F)F.[F:25][C:26]1[CH:27]=[C:28]([NH:37][C:38]([C@@H:40]2[NH:49][CH2:48][CH2:47][C:46]3[N:45]=[C:44]([O:50][CH3:51])[CH:43]=[CH:42][C:41]2=3)=[O:39])[CH:29]=[C:30]2[C:34]=1[C:33]([CH3:36])([CH3:35])[CH2:32][CH2:31]2.CCN(C(C)C)C(C)C.[C@H:61]1([C:68]([OH:70])=[O:69])[CH2:64][C@@H:63](C(O)=O)[CH2:62]1. (8) Given the product [O:21]=[C:19]([N:48]1[CH2:49][CH2:50][N:45]([C:51](=[O:52])[C:53]2[CH:58]=[CH:57][CH:56]=[CH:55][C:54]=2[C:59]([F:62])([F:60])[F:61])[CH2:46][CH2:47]1)[CH2:18][NH:17][C:15]([C:11]1[S:10][CH:14]=[CH:13][CH:12]=1)=[O:16], predict the reactants needed to synthesize it. The reactants are: CCN(C(C)C)C(C)C.[S:10]1[CH:14]=[CH:13][CH:12]=[C:11]1[C:15]([NH:17][CH2:18][C:19]([OH:21])=O)=[O:16].C1C=CC2N(O)N=NC=2C=1.CCN=C=NCCCN(C)C.Cl.Cl.[N:45]1([C:51]([C:53]2[CH:58]=[CH:57][CH:56]=[CH:55][C:54]=2[C:59]([F:62])([F:61])[F:60])=[O:52])[CH2:50][CH2:49][NH:48][CH2:47][CH2:46]1.